From a dataset of Full USPTO retrosynthesis dataset with 1.9M reactions from patents (1976-2016). Predict the reactants needed to synthesize the given product. (1) Given the product [CH:1]1([C:7]2[CH:12]=[CH:11][C:10]([CH:13]3[CH2:15][CH:14]3[C:16]([NH:21][NH2:22])=[O:18])=[CH:9][CH:8]=2)[CH2:6][CH2:5][CH2:4][CH2:3][CH2:2]1, predict the reactants needed to synthesize it. The reactants are: [CH:1]1([C:7]2[CH:12]=[CH:11][C:10]([CH:13]3[CH2:15][CH:14]3[C:16]([O:18]C)=O)=[CH:9][CH:8]=2)[CH2:6][CH2:5][CH2:4][CH2:3][CH2:2]1.O.[NH2:21][NH2:22]. (2) The reactants are: [CH2:1]([O:3][C:4](=[O:21])/[C:5](/[CH3:20])=[CH:6]/[C@@H:7]([NH:12][C:13]([O:15][C:16]([CH3:19])([CH3:18])[CH3:17])=[O:14])[CH2:8][CH:9]([CH3:11])[CH3:10])[CH3:2].[H-].[Na+].IC.[C:26](=O)(O)[O-].[Na+]. Given the product [CH2:1]([O:3][C:4](=[O:21])/[C:5](/[CH3:20])=[CH:6]/[C@@H:7]([N:12]([C:13]([O:15][C:16]([CH3:18])([CH3:17])[CH3:19])=[O:14])[CH3:26])[CH2:8][CH:9]([CH3:11])[CH3:10])[CH3:2], predict the reactants needed to synthesize it.